This data is from Forward reaction prediction with 1.9M reactions from USPTO patents (1976-2016). The task is: Predict the product of the given reaction. Given the reactants Br[C:2]1[CH:7]=[CH:6][C:5]([C:8]([F:11])([F:10])[F:9])=[CH:4][CH:3]=1.[Mg].II.[C:15]([C:17]1[CH:22]=[CH:21][C:20]([OH:23])=[CH:19][N:18]=1)#N.S(=O)(=O)(O)[OH:25], predict the reaction product. The product is: [OH:23][C:20]1[CH:21]=[CH:22][C:17]([C:15]([C:2]2[CH:7]=[CH:6][C:5]([C:8]([F:11])([F:10])[F:9])=[CH:4][CH:3]=2)=[O:25])=[N:18][CH:19]=1.